This data is from Reaction yield outcomes from USPTO patents with 853,638 reactions. The task is: Predict the reaction yield, written as a fraction of the theoretical maximum amount of product (1.0 means a 100% yield; for example, 0.34 means a 34% yield). (1) The reactants are Br[C:2]1[CH:7]=[CH:6][C:5]([C:8]([C:10]([C:12]2[CH:17]=[CH:16][C:15](Br)=[CH:14][CH:13]=2)=[O:11])=[O:9])=[CH:4][CH:3]=1.[CH2:19]([O:31][C:32]1[CH:37]=[CH:36][C:35]([CH:38]=[CH2:39])=[CH:34][C:33]=1[O:40][CH2:41][CH2:42][CH2:43][CH2:44][CH2:45][CH2:46][CH2:47][CH2:48][CH2:49][CH2:50][CH2:51][CH3:52])[CH2:20][CH2:21][CH2:22][CH2:23][CH2:24][CH2:25][CH2:26][CH2:27][CH2:28][CH2:29][CH3:30]. The yield is 0.660. The product is [CH2:19]([O:31][C:32]1[CH:37]=[CH:36][C:35]([CH:38]=[CH2:39])=[CH:34][C:33]=1[O:40][CH2:41][CH2:42][CH2:43][CH2:44][CH2:45][CH2:46][CH2:47][CH2:48][CH2:49][CH2:50][CH2:51][CH3:52])[CH2:20][CH2:21][CH2:22][CH2:23][CH2:24][CH2:25][CH2:26][CH2:27][CH2:28][CH2:29][CH3:30].[CH2:41]([O:40][C:33]1[CH:34]=[C:35]([CH:38]=[CH:39][C:2]2[CH:7]=[CH:6][C:5]([C:8](=[O:9])[C:10]([C:12]3[CH:17]=[CH:16][C:15]([CH:39]=[CH:38][C:35]4[CH:36]=[CH:37][C:32]([O:31][CH2:19][CH2:20][CH2:21][CH2:22][CH2:23][CH2:24][CH2:25][CH2:26][CH2:27][CH2:28][CH2:29][CH3:30])=[C:33]([O:40][CH2:41][CH2:42][CH2:43][CH2:44][CH2:45][CH2:46][CH2:47][CH2:48][CH2:49][CH2:50][CH2:51][CH3:52])[CH:34]=4)=[CH:14][CH:13]=3)=[O:11])=[CH:4][CH:3]=2)[CH:36]=[CH:37][C:32]=1[O:31][CH2:19][CH2:20][CH2:21][CH2:22][CH2:23][CH2:24][CH2:25][CH2:26][CH2:27][CH2:28][CH2:29][CH3:30])[CH2:42][CH2:43][CH2:44][CH2:45][CH2:46][CH2:47][CH2:48][CH2:49][CH2:50][CH2:51][CH3:52]. The catalyst is [Pd]. (2) The reactants are [CH:1]1[C:10]2[C:5](=[C:6]([NH2:11])[CH:7]=[CH:8][CH:9]=2)[CH:4]=[CH:3][N:2]=1.[NH:12]1[CH2:17][CH2:16][C:15](=O)[CH2:14][C:13]1=[O:19]. The catalyst is C(O)C. The product is [CH:1]1[C:10]2[C:5](=[C:6]([NH:11][C:15]3[CH2:16][CH2:17][NH:12][C:13](=[O:19])[CH:14]=3)[CH:7]=[CH:8][CH:9]=2)[CH:4]=[CH:3][N:2]=1. The yield is 0.670. (3) The reactants are [F:1][C:2]([F:20])([F:19])[C:3]1[CH:8]=[CH:7][C:6]([C:9]2[N:13]([CH3:14])[N:12]=[C:11]([C:15](=O)[CH3:16])[C:10]=2[OH:18])=[CH:5][CH:4]=1.[NH:21]([C:23]([NH:25][C:26]1[CH:34]=[CH:33][C:29]([C:30]([OH:32])=[O:31])=[CH:28][CH:27]=1)=[S:24])[NH2:22].CN(C)C=O. The catalyst is Cl.O. The product is [F:1][C:2]([F:20])([F:19])[C:3]1[CH:8]=[CH:7][C:6]([C:9]2[N:13]([CH3:14])[N:12]=[C:11]([C:15](=[N:22][NH:21][C:23]([NH:25][C:26]3[CH:34]=[CH:33][C:29]([C:30]([OH:32])=[O:31])=[CH:28][CH:27]=3)=[S:24])[CH3:16])[C:10]=2[OH:18])=[CH:5][CH:4]=1. The yield is 0.890. (4) No catalyst specified. The yield is 0.760. The product is [F:1][C:2]1[CH:7]=[CH:6][C:5]([C:8]2[C:13]([C:14]3[CH:19]=[CH:18][N:17]=[CH:16][CH:15]=3)=[C:12]([C:20]3[CH:25]=[CH:24][C:23]([F:26])=[CH:22][CH:21]=3)[N:11]=[C:10]3[N:27]([CH2:30][CH2:31][C:32]([NH:38][CH2:35][CH2:36][CH3:37])=[O:34])[N:28]=[CH:29][C:9]=23)=[CH:4][CH:3]=1. The reactants are [F:1][C:2]1[CH:7]=[CH:6][C:5]([C:8]2[C:13]([C:14]3[CH:19]=[CH:18][N:17]=[CH:16][CH:15]=3)=[C:12]([C:20]3[CH:25]=[CH:24][C:23]([F:26])=[CH:22][CH:21]=3)[N:11]=[C:10]3[N:27]([CH2:30][CH2:31][C:32]([OH:34])=O)[N:28]=[CH:29][C:9]=23)=[CH:4][CH:3]=1.[CH2:35]([NH2:38])[CH2:36][CH3:37]. (5) The reactants are [CH:1]([C:4]1[CH:9]=[CH:8][CH:7]=[CH:6][N:5]=1)([CH3:3])[CH3:2].C1C=C(Cl)C=C(C(OO)=[O:18])C=1. The catalyst is C(Cl)Cl. The product is [CH:1]([C:4]1[CH:9]=[CH:8][CH:7]=[CH:6][N+:5]=1[O-:18])([CH3:3])[CH3:2]. The yield is 0.850.